Dataset: Catalyst prediction with 721,799 reactions and 888 catalyst types from USPTO. Task: Predict which catalyst facilitates the given reaction. (1) Reactant: [C:1]([NH:4][C:5]1[S:6][CH:7]=[C:8]([CH2:10][CH2:11][C:12]2[CH:17]=[CH:16][C:15]([CH2:18][CH2:19][C:20](OC)=[O:21])=[CH:14][CH:13]=2)[N:9]=1)(=[O:3])[CH3:2].[BH4-].[Li+].[O-]S([O-])(=O)=O.[Na+].[Na+]. Product: [OH:21][CH2:20][CH2:19][CH2:18][C:15]1[CH:14]=[CH:13][C:12]([CH2:11][CH2:10][C:8]2[N:9]=[C:5]([NH:4][C:1](=[O:3])[CH3:2])[S:6][CH:7]=2)=[CH:17][CH:16]=1. The catalyst class is: 1. (2) Reactant: Cl[C:2]1[C:19]2[C:6](=[CH:7][C:8]3[C:17]([CH:18]=2)=[CH:16][C:15]2[C:10](=[C:11](Cl)[N:12]=[CH:13][CH:14]=2)[CH:9]=3)[CH:5]=[CH:4][N:3]=1.[C:21]1([Mg]Br)[CH:26]=[CH:25][CH:24]=[CH:23][CH:22]=1. Product: [C:21]1([C:2]2[C:19]3[C:6](=[CH:7][C:8]4[C:17]([CH:18]=3)=[CH:16][C:15]3[C:10](=[C:11]([C:6]5[CH:19]=[CH:18][CH:17]=[CH:8][CH:7]=5)[N:12]=[CH:13][CH:14]=3)[CH:9]=4)[CH:5]=[CH:4][N:3]=2)[CH:26]=[CH:25][CH:24]=[CH:23][CH:22]=1. The catalyst class is: 155. (3) Reactant: [CH2:1]([NH:8][C:9]([N:11]1[CH:16]2[C@H:17]([CH3:41])[N:18]([CH2:30][C:31]3[CH:32]=[CH:33][CH:34]=[C:35]4[C:40]=3[N:39]=[CH:38][CH:37]=[CH:36]4)[C:19](=[O:29])[C@H:20]([CH2:21][C:22]3[CH:27]=[CH:26][C:25]([OH:28])=[CH:24][CH:23]=3)[N:15]2[C:14](=[O:42])[CH2:13][N:12]1[CH3:43])=[O:10])[C:2]1[CH:7]=[CH:6][CH:5]=[CH:4][CH:3]=1.C(N(CC)CC)C.[N:51]([CH:54]([CH2:65][CH:66]([CH3:68])[CH3:67])[C:55]([O:57][CH2:58][C:59]1[CH:64]=[CH:63][CH:62]=[CH:61][CH:60]=1)=[O:56])=[C:52]=[O:53]. Product: [CH2:1]([NH:8][C:9]([N:11]1[CH:16]2[C@H:17]([CH3:41])[N:18]([CH2:30][C:31]3[CH:32]=[CH:33][CH:34]=[C:35]4[C:40]=3[N:39]=[CH:38][CH:37]=[CH:36]4)[C:19](=[O:29])[C@H:20]([CH2:21][C:22]3[CH:23]=[CH:24][C:25]([O:28][C:52]([NH:51][CH:54]([CH2:65][CH:66]([CH3:68])[CH3:67])[C:55]([O:57][CH2:58][C:59]4[CH:64]=[CH:63][CH:62]=[CH:61][CH:60]=4)=[O:56])=[O:53])=[CH:26][CH:27]=3)[N:15]2[C:14](=[O:42])[CH2:13][N:12]1[CH3:43])=[O:10])[C:2]1[CH:3]=[CH:4][CH:5]=[CH:6][CH:7]=1. The catalyst class is: 2. (4) Reactant: [Cl:1][C:2]1[CH:9]=[CH:8][C:5]([CH:6]=O)=[C:4]([F:10])[CH:3]=1.[OH-].[Na+].ClCCl.[CH3:16][C:17]([CH3:19])=[O:18]. Product: [Cl:1][C:2]1[CH:9]=[CH:8][C:5](/[CH:6]=[CH:16]/[C:17](=[O:18])[CH3:19])=[C:4]([F:10])[CH:3]=1. The catalyst class is: 6. (5) Reactant: [CH3:1][O:2][C:3]([C:5]1(C(O)=O)[C:7]2([CH2:9][CH2:8]2)[CH2:6]1)=[O:4].C1C=CC(P([N:27]=[N+]=[N-])(C2C=CC=CC=2)=O)=CC=1.CCN(CC)CC.[ClH:37].O1CCOCC1. Product: [ClH:37].[CH3:1][O:2][C:3]([C:5]1([NH2:27])[C:7]2([CH2:9][CH2:8]2)[CH2:6]1)=[O:4]. The catalyst class is: 218. (6) Reactant: [C:1]([NH:7][NH2:8])(=[O:6])[CH2:2][CH2:3][C:4]#[CH:5].Cl[C:10](=[O:16])[C:11]([O:13][CH2:14][CH3:15])=[O:12]. Product: [O:16]=[C:10]([NH:8][NH:7][C:1](=[O:6])[CH2:2][CH2:3][C:4]#[CH:5])[C:11]([O:13][CH2:14][CH3:15])=[O:12]. The catalyst class is: 2.